Task: Predict the reactants needed to synthesize the given product.. Dataset: Full USPTO retrosynthesis dataset with 1.9M reactions from patents (1976-2016) (1) Given the product [C:14]([C:4]1[CH:3]=[C:2]([NH:1][C:34]([NH:28][C:27]2[CH:29]=[CH:30][CH:31]=[C:25]([S:24][C:21]3[CH:20]=[CH:19][N:18]=[CH:23][CH:22]=3)[CH:26]=2)=[O:35])[NH:6][N:5]=1)([CH3:15])([CH3:16])[CH3:17], predict the reactants needed to synthesize it. The reactants are: [NH2:1][C:2]1[N:6](C(OC(C)(C)C)=O)[N:5]=[C:4]([C:14]([CH3:17])([CH3:16])[CH3:15])[CH:3]=1.[N:18]1[CH:23]=[CH:22][C:21]([S:24][C:25]2[CH:26]=[C:27]([CH:29]=[CH:30][CH:31]=2)[NH2:28])=[CH:20][CH:19]=1.C(O)(=O)C[C:34](CC(O)=O)(C(O)=O)[OH:35]. (2) Given the product [ClH:1].[Cl:1][C:2]1[CH:7]=[CH:6][N:5]2[C:8]([C:59]3[S:58][C:57]([NH:56][C:53]([NH:13][CH2:15][CH3:16])=[O:55])=[N:61][CH:60]=3)=[CH:9][N:10]=[C:4]2[CH:3]=1, predict the reactants needed to synthesize it. The reactants are: [Cl:1][C:2]1[CH:7]=[CH:6][N:5]2[C:8](I)=[CH:9][N:10]=[C:4]2[CH:3]=1.C[N:13]([C:15]1C(C2C(P(C3CCCCC3)C3CCCCC3)=CC=CC=2)=CC=C[CH:16]=1)C.C(=O)([O-])[O-].[Cs+].[Cs+].C(O)(=O)C(C)(C)C.[C:53]([NH:56][C:57]1[S:58][CH:59]=[CH:60][N:61]=1)(=[O:55])C. (3) Given the product [I:1][C:2]1[CH:7]=[CH:6][N:5]=[C:4]2[CH:8]=[N:9][NH:10][C:3]=12, predict the reactants needed to synthesize it. The reactants are: [I:1][C:2]1[CH:7]=[CH:6][N:5]=[C:4]2[C:8](N)=[N:9][NH:10][C:3]=12.N([O-])=O.[Na+].